This data is from Experimentally validated miRNA-target interactions with 360,000+ pairs, plus equal number of negative samples. The task is: Binary Classification. Given a miRNA mature sequence and a target amino acid sequence, predict their likelihood of interaction. (1) The miRNA is mmu-miR-30b-3p with sequence CUGGGAUGUGGAUGUUUACGUC. Result: 0 (no interaction). The protein sequence of the target gene is MACGLALKRPLQHEYESFLTDETYNGEAKRARTQCPPFRAQMGTIAATLPSTSTFAQKFKEQEESVFQAATLMTRLSRNQLKTYLSSEVKNLRKRKAIPRSNDFDDDGDQRGDGCSSNYSKAYRAPSSPKSGSDSEGEAPSTSVTDRSSAKREFTMANVQMICERLLKQQEIRLRNEFEMVLTKKLDEQHQQYVQFAAEQLNSKCVSTGDDYSYSYLS. (2) The miRNA is hsa-miR-518b with sequence CAAAGCGCUCCCCUUUAGAGGU. The protein sequence of the target gene is MSGTNLDGNDEFDEQLRMQELYGDGKDGDTQTDAGGEPDSLGQQPTDTPYEWDLDKKAWFPKITEDFIATYQANYGFSNDGASSSTANVEDVHARTAEEPPQEKAPEPTDARKKGEKRKAESGWFHVEEDRNTNVYVSGLPPDITVDEFIQLMSKFGIIMRDPQTEEFKVKLYKDNQGNLKGDGLCCYLKRESVELALKLLDEDEIRGYKLHVEVAKFQLKGEYDASKKKKKCKDYKKKLSMQQKQLDWRPERRAGPSRMRHERVVIIKNMFHPMDFEDDPLVLNEIREDLRVECSKFGQ.... Result: 0 (no interaction). (3) The miRNA is hsa-miR-4755-5p with sequence UUUCCCUUCAGAGCCUGGCUUU. The protein sequence of the target gene is MAQAKINAKANEGRFCRSSSMADRSSRLLESLDQLELRVEALREAATAVEQEKEILLEMIHSIQNSQDMRQISDGEREELNLTANRLMGRTLTVEVSVETIRNPQQQESLKHATRIIDEVVNKFLDDLGNAKSHLMSLYSACSSEVPHGPVDQKFQSIVIGCALEDQKKIKRRLETLLRNIENSDKAIKLLEHSKGAGSKTLQQNAESRFN. Result: 1 (interaction). (4) The miRNA is hsa-miR-4797-5p with sequence GACAGAGUGCCACUUACUGAA. The protein sequence of the target gene is MHWLRKVQGLCTLWGTQMSSRTLYINSRQLVSLQWGHQEVPAKFNFASDVLDHWADMEKAGKRLPSPALWWVNGKGKELMWNFRELSENSQQAANILSGACGLQRGDRVAVMLPRVPEWWLVILGCIRAGLIFMPGTIQMKSTDILYRLQMSKAKAIVAGDEVIQEVDTVASECPSLRIKLLVSEKSCDGWLNFKKLLNEASTTHHCVETGSQEASAIYFTSGTSGLPKMAEHSYSSLGLKAKMDAGWTGLQASDIMWTISDTGWILNILGSLLESWTLGACTFVHLLPKFDPLVILKTL.... Result: 1 (interaction). (5) The miRNA is hsa-miR-504-3p with sequence GGGAGUGCAGGGCAGGGUUUC. The protein sequence of the target gene is MKGSRIELGDVTPHNIKQLKRLNQVIFPVSYNDKFYKDVLEVGELAKLAYFNDIAVGAVCCRVDHSQNQKRLYIMTLGCLAPYRRLGIGTKMLNHVLNICEKDGTFDNIYLHVQISNESAIDFYRKFGFEIIETKKNYYKRIEPADAHVLQKNLKVPSGQNAETQKTDN. Result: 0 (no interaction).